This data is from Full USPTO retrosynthesis dataset with 1.9M reactions from patents (1976-2016). The task is: Predict the reactants needed to synthesize the given product. (1) Given the product [O:1]1[C:5]2[CH:6]=[CH:7][C:8]([C:10]3([C:13]([NH:15][C:16]4[N:17]=[C:18]([C:30]5[C:25]([O:24][CH3:23])=[N:26][CH:27]=[CH:28][CH:29]=5)[CH:19]=[CH:20][CH:21]=4)=[O:14])[CH2:12][CH2:11]3)=[CH:9][C:4]=2[O:3][CH2:2]1, predict the reactants needed to synthesize it. The reactants are: [O:1]1[C:5]2[CH:6]=[CH:7][C:8]([C:10]3([C:13]([NH:15][C:16]4[CH:21]=[CH:20][CH:19]=[C:18](Br)[N:17]=4)=[O:14])[CH2:12][CH2:11]3)=[CH:9][C:4]=2[O:3][CH2:2]1.[CH3:23][O:24][C:25]1[C:30](B(O)O)=[CH:29][CH:28]=[CH:27][N:26]=1. (2) Given the product [O:9]1[C:10]2([CH2:11][CH2:12][N:13]([C:16]([O:18][C:19]([CH3:22])([CH3:21])[CH3:20])=[O:17])[CH2:14][CH2:15]2)[CH2:4]1, predict the reactants needed to synthesize it. The reactants are: [H-].[Na+].[I-].[CH3:4][S+](C)(C)=O.[O:9]=[C:10]1[CH2:15][CH2:14][N:13]([C:16]([O:18][C:19]([CH3:22])([CH3:21])[CH3:20])=[O:17])[CH2:12][CH2:11]1.O. (3) Given the product [ClH:37].[F:1][C:2]1[CH:7]=[C:6]([C:8]2[C:9]3[C:10]4[CH:24]=[CH:23][S:22][C:11]=4[C:12](=[O:21])[NH:13][C:14]=3[C:15]([CH3:20])=[CH:16][C:17]=2[O:18][CH3:19])[CH:5]=[CH:4][C:3]=1[CH:25]([CH3:36])[CH2:26][NH:27][CH3:28], predict the reactants needed to synthesize it. The reactants are: [F:1][C:2]1[CH:7]=[C:6]([C:8]2[C:9]3[C:10]4[CH:24]=[CH:23][S:22][C:11]=4[C:12](=[O:21])[NH:13][C:14]=3[C:15]([CH3:20])=[CH:16][C:17]=2[O:18][CH3:19])[CH:5]=[CH:4][C:3]=1[CH:25]([CH3:36])[CH2:26][N:27](C)[C:28](=O)OC(C)(C)C.[ClH:37]. (4) Given the product [CH3:38][C:33]1[CH:32]=[C:31]([NH:30][C:28]([C:27]2[CH:39]=[CH:40][C:24]([N:19]3[CH2:18][CH2:17][N:16]([C:13]4[CH:12]=[CH:11][C:10]([C:9]([OH:8])=[O:22])=[CH:15][CH:14]=4)[CH2:21][CH2:20]3)=[N:25][CH:26]=2)=[O:29])[CH:36]=[CH:35][C:34]=1[CH3:37], predict the reactants needed to synthesize it. The reactants are: C([O:8][C:9](=[O:22])[C:10]1[CH:15]=[CH:14][C:13]([N:16]2[CH2:21][CH2:20][NH:19][CH2:18][CH2:17]2)=[CH:12][CH:11]=1)C1C=CC=CC=1.Cl[C:24]1[CH:40]=[CH:39][C:27]([C:28]([NH:30][C:31]2[CH:36]=[CH:35][C:34]([CH3:37])=[C:33]([CH3:38])[CH:32]=2)=[O:29])=[CH:26][N:25]=1.C1(NC(C2C=CC(N3CCN(C4C=CC(C(O)=O)=CC=4)CC3)=NC=2)=O)C=CC=CC=1.